This data is from Peptide-MHC class I binding affinity with 185,985 pairs from IEDB/IMGT. The task is: Regression. Given a peptide amino acid sequence and an MHC pseudo amino acid sequence, predict their binding affinity value. This is MHC class I binding data. (1) The peptide sequence is VLDVGGTGK. The MHC is HLA-B58:01 with pseudo-sequence HLA-B58:01. The binding affinity (normalized) is 0.0847. (2) The peptide sequence is TLFFTTTLF. The MHC is HLA-A24:02 with pseudo-sequence HLA-A24:02. The binding affinity (normalized) is 0.336. (3) The peptide sequence is EIPGGVSSV. The binding affinity (normalized) is 0. The MHC is Mamu-A01 with pseudo-sequence Mamu-A01.